Dataset: Reaction yield outcomes from USPTO patents with 853,638 reactions. Task: Predict the reaction yield, written as a fraction of the theoretical maximum amount of product (1.0 means a 100% yield; for example, 0.34 means a 34% yield). (1) The product is [Cl:21][C:20]1[C:14]2[O:13][C:12]([CH2:8][CH2:9][C:10]#[C:11][C:2]3[CH:7]=[CH:6][CH:5]=[CH:4][N:3]=3)=[N:16][C:15]=2[C:17]([F:22])=[CH:18][CH:19]=1. The yield is 0.130. No catalyst specified. The reactants are Br[C:2]1[CH:7]=[CH:6][CH:5]=[CH:4][N:3]=1.[CH2:8]([C:12]1[O:13][C:14]2[C:20]([Cl:21])=[CH:19][CH:18]=[C:17]([F:22])[C:15]=2[N:16]=1)[CH2:9][C:10]#[CH:11]. (2) The reactants are Br[CH2:2][CH2:3][CH2:4][CH2:5][CH2:6][C:7]([O:9][CH2:10][CH3:11])=[O:8].[S:12]([O-:15])([O-:14])=[O:13].[Na+:16].[Na+]. The catalyst is C(O)C.O. The product is [CH2:10]([O:9][C:7](=[O:8])[CH2:6][CH2:5][CH2:4][CH2:3][CH2:2][S:12]([O-:15])(=[O:14])=[O:13])[CH3:11].[Na+:16]. The yield is 0.990. (3) The reactants are [C:1]1([CH:7]([C:28]2[CH:33]=[CH:32][CH:31]=[CH:30][CH:29]=2)[N:8]2[C:16]3[C:11](=[CH:12][CH:13]=[CH:14][CH:15]=3)[CH:10]([C:17]3[CH:22]=[C:21]([CH3:23])[C:20]([O:24][CH3:25])=[CH:19][C:18]=3[OH:26])[C:9]2=[O:27])[CH:6]=[CH:5][CH:4]=[CH:3][CH:2]=1.[C:34](=O)([O-])[O-].[Cs+].[Cs+].ClCI. The yield is 0.720. The catalyst is O1CCCC1. The product is [C:28]1([CH:7]([C:1]2[CH:2]=[CH:3][CH:4]=[CH:5][CH:6]=2)[N:8]2[C:16]3[C:11](=[CH:12][CH:13]=[CH:14][CH:15]=3)[C:10]3([C:17]4[CH:22]=[C:21]([CH3:23])[C:20]([O:24][CH3:25])=[CH:19][C:18]=4[O:26][CH2:34]3)[C:9]2=[O:27])[CH:33]=[CH:32][CH:31]=[CH:30][CH:29]=1.